This data is from NCI-60 drug combinations with 297,098 pairs across 59 cell lines. The task is: Regression. Given two drug SMILES strings and cell line genomic features, predict the synergy score measuring deviation from expected non-interaction effect. (1) Drug 1: CCCS(=O)(=O)NC1=C(C(=C(C=C1)F)C(=O)C2=CNC3=C2C=C(C=N3)C4=CC=C(C=C4)Cl)F. Drug 2: CC1=C(C(=O)C2=C(C1=O)N3CC4C(C3(C2COC(=O)N)OC)N4)N. Cell line: SR. Synergy scores: CSS=54.8, Synergy_ZIP=-2.63, Synergy_Bliss=-3.82, Synergy_Loewe=-13.4, Synergy_HSA=-2.63. (2) Drug 1: CN1C(=O)N2C=NC(=C2N=N1)C(=O)N. Drug 2: C1CC(=O)NC(=O)C1N2C(=O)C3=CC=CC=C3C2=O. Cell line: HT29. Synergy scores: CSS=-1.83, Synergy_ZIP=-0.623, Synergy_Bliss=-2.44, Synergy_Loewe=-3.70, Synergy_HSA=-2.42. (3) Drug 1: CNC(=O)C1=NC=CC(=C1)OC2=CC=C(C=C2)NC(=O)NC3=CC(=C(C=C3)Cl)C(F)(F)F. Drug 2: C1C(C(OC1N2C=NC(=NC2=O)N)CO)O. Cell line: TK-10. Synergy scores: CSS=2.01, Synergy_ZIP=0.392, Synergy_Bliss=2.32, Synergy_Loewe=0.830, Synergy_HSA=0.682. (4) Drug 2: CC1C(C(CC(O1)OC2CC(CC3=C2C(=C4C(=C3O)C(=O)C5=C(C4=O)C(=CC=C5)OC)O)(C(=O)CO)O)N)O.Cl. Synergy scores: CSS=32.3, Synergy_ZIP=-5.15, Synergy_Bliss=-6.20, Synergy_Loewe=-3.95, Synergy_HSA=-2.69. Cell line: OVCAR-5. Drug 1: COC1=CC(=CC(=C1O)OC)C2C3C(COC3=O)C(C4=CC5=C(C=C24)OCO5)OC6C(C(C7C(O6)COC(O7)C8=CC=CS8)O)O. (5) Drug 1: CN(C)N=NC1=C(NC=N1)C(=O)N. Drug 2: CC1=C2C(C(=O)C3(C(CC4C(C3C(C(C2(C)C)(CC1OC(=O)C(C(C5=CC=CC=C5)NC(=O)C6=CC=CC=C6)O)O)OC(=O)C7=CC=CC=C7)(CO4)OC(=O)C)O)C)OC(=O)C. Cell line: HCT-15. Synergy scores: CSS=2.63, Synergy_ZIP=-2.77, Synergy_Bliss=-3.70, Synergy_Loewe=-6.69, Synergy_HSA=-4.51.